From a dataset of Full USPTO retrosynthesis dataset with 1.9M reactions from patents (1976-2016). Predict the reactants needed to synthesize the given product. (1) Given the product [NH:1]1[C:9]2[C:4](=[CH:5][C:6]([NH:10][C:11]3[C:20]4[C:15](=[CH:16][CH:17]=[CH:18][CH:19]=4)[N:14]=[C:13]([C:21]4[CH:22]=[C:23]([CH:29]=[CH:30][CH:31]=4)[O:24][CH2:25][C:26]([NH:49][CH:50]([CH3:55])[CH3:51])=[O:27])[N:12]=3)=[CH:7][CH:8]=2)[CH:3]=[N:2]1, predict the reactants needed to synthesize it. The reactants are: [NH:1]1[C:9]2[C:4](=[CH:5][C:6]([NH:10][C:11]3[C:20]4[C:15](=[CH:16][CH:17]=[CH:18][CH:19]=4)[N:14]=[C:13]([C:21]4[CH:22]=[C:23]([CH:29]=[CH:30][CH:31]=4)[O:24][CH2:25][C:26](O)=[O:27])[N:12]=3)=[CH:7][CH:8]=2)[CH:3]=[N:2]1.C1CN([P+](O[N:49]2N=N[C:51]3C=CC=[CH:55][C:50]2=3)(N2CCCC2)N2CCCC2)CC1.F[P-](F)(F)(F)(F)F.CCN(C(C)C)C(C)C.CC(N)C. (2) Given the product [OH:1][C:2]1[CH:6]=[C:5]([CH2:7][CH2:8][C:9]([NH:11][CH2:12][CH:13]2[CH2:14][CH2:15][NH:16][CH2:17][CH2:18]2)=[O:10])[O:4][N:3]=1, predict the reactants needed to synthesize it. The reactants are: [OH:1][C:2]1[CH:6]=[C:5]([CH2:7][CH2:8][C:9]([NH:11][CH2:12][CH:13]2[CH2:18][CH2:17][N:16](C(OC(C)(C)C)=O)[CH2:15][CH2:14]2)=[O:10])[O:4][N:3]=1.Cl.O1CCOCC1. (3) Given the product [CH3:1][O:2][C:3]1[CH:8]=[CH:7][CH:6]=[CH:5][C:4]=1[C:9]1[N:10]=[C:11]([NH:14][C:15](=[O:22])[C:16]2[CH:21]=[CH:20][CH:19]=[CH:18][CH:17]=2)[S:12][CH:13]=1, predict the reactants needed to synthesize it. The reactants are: [CH3:1][O:2][C:3]1[CH:8]=[CH:7][CH:6]=[CH:5][C:4]=1[C:9]1[N:10]=[C:11]([NH2:14])[S:12][CH:13]=1.[C:15](Cl)(=[O:22])[C:16]1[CH:21]=[CH:20][CH:19]=[CH:18][CH:17]=1. (4) Given the product [CH3:18][C:19]1[CH:24]=[CH:23][C:22]([S:25]([O:28][CH2:29][CH2:30][O:1][C:2]2[CH:3]=[CH:4][C:5]3[C:6]4[C:11](=[CH:10][C:9]([NH:15][CH:16]=[O:17])=[CH:8][CH:7]=4)[NH:12][C:13]=3[CH:14]=2)(=[O:27])=[O:26])=[CH:21][CH:20]=1, predict the reactants needed to synthesize it. The reactants are: [OH:1][C:2]1[CH:14]=[C:13]2[C:5]([C:6]3[CH:7]=[CH:8][C:9]([NH:15][CH:16]=[O:17])=[CH:10][C:11]=3[NH:12]2)=[CH:4][CH:3]=1.[CH3:18][C:19]1[CH:24]=[CH:23][C:22]([S:25]([O:28][CH2:29][CH2:30]OS(C2C=CC(C)=CC=2)(=O)=O)(=[O:27])=[O:26])=[CH:21][CH:20]=1. (5) Given the product [CH3:34][N:33]([CH3:35])[C:32]([C:16]1[C:17]2[C:22](=[CH:21][CH:20]=[CH:19][CH:18]=2)[C:23]([OH:24])=[C:14]([C:12]([NH:11][CH2:10][C:9]([OH:37])=[O:8])=[O:13])[N:15]=1)=[O:36], predict the reactants needed to synthesize it. The reactants are: C([O:8][C:9](=[O:37])[CH2:10][NH:11][C:12]([C:14]1[N:15]=[C:16]([C:32](=[O:36])[N:33]([CH3:35])[CH3:34])[C:17]2[C:22]([C:23]=1[O:24]CC1C=CC=CC=1)=[CH:21][CH:20]=[CH:19][CH:18]=2)=[O:13])C1C=CC=CC=1.CCOC(C)=O. (6) Given the product [CH:3]1([C:9]2[C:10]3[CH:11]=[CH:12][C:13]([C:35]([OH:37])=[O:36])=[CH:14][C:15]=3[N:16]3[CH2:22][CH:21]([C:23]([N:25]4[CH2:26][CH2:27][O:28][CH2:29][CH2:30]4)=[O:24])[CH2:20][C:19]4[CH:31]=[CH:32][CH:33]=[CH:34][C:18]=4[C:17]=23)[CH2:4][CH2:5][CH2:6][CH2:7][CH2:8]1, predict the reactants needed to synthesize it. The reactants are: [OH-].[Na+].[CH:3]1([C:9]2[C:10]3[CH:11]=[CH:12][C:13]([C:35]([O:37]C)=[O:36])=[CH:14][C:15]=3[N:16]3[CH2:22][CH:21]([C:23]([N:25]4[CH2:30][CH2:29][O:28][CH2:27][CH2:26]4)=[O:24])[CH2:20][C:19]4[CH:31]=[CH:32][CH:33]=[CH:34][C:18]=4[C:17]=23)[CH2:8][CH2:7][CH2:6][CH2:5][CH2:4]1.Cl. (7) Given the product [Cl:1][C:2]1[CH:7]=[CH:6][C:5]([O:8][C:9]2[CH:10]=[CH:11][C:12]([CH2:15][CH2:16][OH:30])=[CH:13][CH:14]=2)=[CH:4][C:3]=1[C:17]([F:18])([F:19])[F:20], predict the reactants needed to synthesize it. The reactants are: [Cl:1][C:2]1[CH:7]=[CH:6][C:5]([O:8][C:9]2[CH:14]=[CH:13][C:12]([CH:15]=[CH2:16])=[CH:11][CH:10]=2)=[CH:4][C:3]=1[C:17]([F:20])([F:19])[F:18].B1C2CCCC1CCC2.[OH-:30].[Na+].OO. (8) Given the product [NH2:1][C:2]1[C:3]([NH:12][C@H:13]([CH3:20])[CH2:14][CH2:15][C:16]([O:18][CH3:19])=[O:17])=[N:4][C:5]([NH:8][CH:9]([CH3:10])[CH3:11])=[N:6][CH:7]=1, predict the reactants needed to synthesize it. The reactants are: [NH2:1][C:2]1[C:3]([NH:12][C@@H:13]([CH3:20])[CH2:14][CH2:15][C:16]([O:18][CH3:19])=[O:17])=[N:4][C:5]([NH:8][CH:9]([CH3:11])[CH3:10])=[N:6][CH:7]=1.Cl.N[C@H](C)/C=C/C(OC)=O. (9) Given the product [NH2:6][C:7]1[C:8]2[CH:15]=[CH:14][N:13]([C@H:16]3[CH2:32][C@H:19]([OH:20])[C@H:18]([CH2:23][OH:22])[CH2:17]3)[C:9]=2[N:10]=[CH:11][N:12]=1, predict the reactants needed to synthesize it. The reactants are: COC1C=C(OC)C=CC=1C[NH:6][C:7]1[C:8]2[CH:15]=[CH:14][N:13]([C@H:16]3[CH2:32][C@@H:19]4[O:20]C(C5C=CC(OC)=CC=5)[O:22][CH2:23][C@@H:18]4[CH2:17]3)[C:9]=2[N:10]=[CH:11][N:12]=1.COC1C=C(OC)C=CC=1CN.CC(O)=O.